From a dataset of Full USPTO retrosynthesis dataset with 1.9M reactions from patents (1976-2016). Predict the reactants needed to synthesize the given product. Given the product [C:6]([CH:5]([CH2:9][C:10]1[CH:15]=[CH:14][C:13]([O:16][CH2:17][CH2:18][O:19][C:20]2[CH:29]=[CH:28][C:27]3[CH2:26][CH2:25][CH2:24][CH2:23][C:22]=3[CH:21]=2)=[CH:12][CH:11]=1)[C:3]([O:2][CH3:1])=[O:4])(=[O:7])[NH2:34], predict the reactants needed to synthesize it. The reactants are: [CH3:1][O:2][C:3]([CH:5]([CH2:9][C:10]1[CH:15]=[CH:14][C:13]([O:16][CH2:17][CH2:18][O:19][C:20]2[CH:29]=[CH:28][C:27]3[CH2:26][CH2:25][CH2:24][CH2:23][C:22]=3[CH:21]=2)=[CH:12][CH:11]=1)[C:6](O)=[O:7])=[O:4].S(Cl)(Cl)=O.[NH3:34].